Dataset: Catalyst prediction with 721,799 reactions and 888 catalyst types from USPTO. Task: Predict which catalyst facilitates the given reaction. (1) Reactant: [O:1]1[CH:5]2[O:6][CH2:7][CH2:8][CH:4]2[CH:3]([O:9][C:10](=[O:41])[NH:11][CH:12]([CH2:34][C:35]2[CH:40]=[CH:39][CH:38]=[CH:37][CH:36]=2)[CH:13]([OH:33])[CH2:14][N:15]([CH2:29][CH:30]([CH3:32])[CH3:31])[S:16]([C:19]2[CH:20]=[C:21]3[C:25](=[CH:26][CH:27]=2)[NH:24][C:23](=[O:28])[CH2:22]3)(=[O:18])=[O:17])[CH2:2]1.CO[CH:44](OC)[N:45]([CH3:47])[CH3:46]. Product: [O:1]1[CH:5]2[O:6][CH2:7][CH2:8][CH:4]2[CH:3]([O:9][C:10](=[O:41])[NH:11][CH:12]([CH2:34][C:35]2[CH:40]=[CH:39][CH:38]=[CH:37][CH:36]=2)[CH:13]([OH:33])[CH2:14][N:15]([S:16]([C:19]2[CH:20]=[C:21]3[C:25](=[CH:26][CH:27]=2)[NH:24][C:23](=[O:28])[C:22]3=[CH:44][N:45]([CH3:47])[CH3:46])(=[O:18])=[O:17])[CH2:29][CH:30]([CH3:31])[CH3:32])[CH2:2]1. The catalyst class is: 22. (2) Reactant: [Cl:1][C:2]1[N:7]=[C:6]([CH2:8][C:9]2[C:14]([Cl:15])=[CH:13][CH:12]=[CH:11][C:10]=2[Cl:16])[N:5]=[C:4]([NH:17][C:18]2[CH:25]=[CH:24][C:21]([C:22]#[N:23])=[CH:20][CH:19]=2)[N:3]=1.C[Si](C)(C)[O:28][NH2:29]. Product: [OH2:28].[ClH:1].[Cl:16][C:10]1[CH:11]=[CH:12][CH:13]=[C:14]([Cl:15])[C:9]=1[CH2:8][C:6]1[N:7]=[C:2]([NH:29][OH:28])[N:3]=[C:4]([NH:17][C:18]2[CH:25]=[CH:24][C:21]([C:22]#[N:23])=[CH:20][CH:19]=2)[N:5]=1. The catalyst class is: 12. (3) Reactant: Cl[CH2:2]/[CH:3]=[CH:4]\[CH2:5]Cl.[NH2:7][CH:8]([C:15]1[CH:20]=[CH:19][CH:18]=[CH:17][CH:16]=1)[C:9]1[CH:14]=[CH:13][CH:12]=[CH:11][CH:10]=1.C([O-])(=O)C.[Na+].[I-].[K+]. Product: [C:15]1([CH:8]([C:9]2[CH:14]=[CH:13][CH:12]=[CH:11][CH:10]=2)[N:7]2[CH2:5][CH:4]=[CH:3][CH2:2]2)[CH:20]=[CH:19][CH:18]=[CH:17][CH:16]=1. The catalyst class is: 5. (4) Reactant: [C:1]1([CH:7]([C:13]2[CH:18]=[CH:17][CH:16]=[CH:15][CH:14]=2)[N:8]2[CH2:11][CH:10]([OH:12])[CH2:9]2)[CH:6]=[CH:5][CH:4]=[CH:3][CH:2]=1.[CH3:19][S:20](Cl)(=[O:22])=[O:21]. Product: [CH3:19][S:20]([O:12][CH:10]1[CH2:11][N:8]([CH:7]([C:1]2[CH:2]=[CH:3][CH:4]=[CH:5][CH:6]=2)[C:13]2[CH:14]=[CH:15][CH:16]=[CH:17][CH:18]=2)[CH2:9]1)(=[O:22])=[O:21]. The catalyst class is: 17. (5) Reactant: Br[C:2]1[CH:15]=[CH:14][C:5]([C:6]([NH:8][CH2:9][C:10]([F:13])([F:12])[F:11])=[O:7])=[C:4]([CH3:16])[CH:3]=1.C([Li])CCC.CN(C)[CH:24]=[O:25].Cl. Product: [CH:24]([C:2]1[CH:15]=[CH:14][C:5]([C:6]([NH:8][CH2:9][C:10]([F:13])([F:12])[F:11])=[O:7])=[C:4]([CH3:16])[CH:3]=1)=[O:25]. The catalyst class is: 30. (6) The catalyst class is: 32. Reactant: [CH2:1]([O:3][C:4]([N:6]1[CH:15]2[CH2:16][CH2:17][CH:7]1[C:8]1[CH:9]=[C:10]([NH2:18])[CH:11]=[CH:12][C:13]=1[CH2:14]2)=[O:5])[CH3:2].Cl[C:20]1[N:25]=[C:24]([NH:26][C:27]2[CH:36]=[CH:35][CH:34]=[CH:33][C:28]=2[C:29]([NH:31][CH3:32])=[O:30])[C:23]([Cl:37])=[CH:22][N:21]=1.Cl.C([O-])(O)=O.[Na+]. Product: [CH2:1]([O:3][C:4]([N:6]1[CH:15]2[CH2:16][CH2:17][CH:7]1[C:8]1[CH:9]=[C:10]([NH:18][C:20]3[N:25]=[C:24]([NH:26][C:27]4[CH:36]=[CH:35][CH:34]=[CH:33][C:28]=4[C:29](=[O:30])[NH:31][CH3:32])[C:23]([Cl:37])=[CH:22][N:21]=3)[CH:11]=[CH:12][C:13]=1[CH2:14]2)=[O:5])[CH3:2].